This data is from Full USPTO retrosynthesis dataset with 1.9M reactions from patents (1976-2016). The task is: Predict the reactants needed to synthesize the given product. Given the product [CH2:41]([O:40][C:37]1[CH:38]=[CH:39][C:34]([S:31]([N:29]2[CH2:28][CH:27]([NH:8][CH2:9][CH:10]([OH:26])[CH2:11][O:12][C:13]3[C:25]4[C:24]5[C:19](=[CH:20][CH:21]=[CH:22][CH:23]=5)[NH:18][C:17]=4[CH:16]=[CH:15][CH:14]=3)[CH2:30]2)(=[O:33])=[O:32])=[CH:35][CH:36]=1)[CH2:42][CH2:43][CH3:44], predict the reactants needed to synthesize it. The reactants are: C([N:8]([CH:27]1[CH2:30][N:29]([S:31]([C:34]2[CH:39]=[CH:38][C:37]([O:40][CH2:41][CH2:42][CH2:43][CH3:44])=[CH:36][CH:35]=2)(=[O:33])=[O:32])[CH2:28]1)[CH2:9][CH:10]([OH:26])[CH2:11][O:12][C:13]1[C:25]2[C:24]3[C:19](=[CH:20][CH:21]=[CH:22][CH:23]=3)[NH:18][C:17]=2[CH:16]=[CH:15][CH:14]=1)C1C=CC=CC=1.C([O-])=O.[NH4+].